From a dataset of Full USPTO retrosynthesis dataset with 1.9M reactions from patents (1976-2016). Predict the reactants needed to synthesize the given product. (1) The reactants are: [OH:1][CH:2]1[C@@H:6]2[CH2:7][N:8](C(OCC3C=CC=CC=3)=O)[CH2:9][C@@H:5]2[CH2:4][CH2:3]1. Given the product [CH2:9]1[C@@H:5]2[CH2:4][CH2:3][CH:2]([OH:1])[C@@H:6]2[CH2:7][NH:8]1, predict the reactants needed to synthesize it. (2) Given the product [CH3:1][C:2]1([CH3:8])[CH2:7][O:6][CH2:5][CH2:4][N:3]1[CH2:10][C:11]1[N:15]([C:16]2[CH:23]=[CH:22][C:19]([C:20]#[N:21])=[CH:18][CH:17]=2)[N:14]=[N:13][N:12]=1, predict the reactants needed to synthesize it. The reactants are: [CH3:1][C:2]1([CH3:8])[CH2:7][O:6][CH2:5][CH2:4][NH:3]1.Cl[CH2:10][C:11]1[N:15]([C:16]2[CH:23]=[CH:22][C:19]([C:20]#[N:21])=[CH:18][CH:17]=2)[N:14]=[N:13][N:12]=1.C(N(C(C)C)CC)(C)C. (3) Given the product [CH3:8][O:9][C:10]1[CH:11]=[C:12]2[C:13]([C:18]([OH:24])=[CH:19][C:7]([C:1]3[CH:6]=[CH:5][CH:4]=[CH:3][CH:2]=3)=[N:16]2)=[CH:14][CH:15]=1, predict the reactants needed to synthesize it. The reactants are: [C:1]1([CH3:7])[CH:6]=[CH:5][CH:4]=[CH:3][CH:2]=1.[CH3:8][O:9][C:10]1[CH:15]=[CH:14][CH:13]=[C:12]([NH2:16])[CH:11]=1.Cl.[C:18]1([O:24]C2C=CC=CC=2)C=CC=C[CH:19]=1. (4) Given the product [CH:63]([C:60]1[CH:59]=[C:58]([C:16]2[CH:15]=[CH:14][C:13]3[C:18](=[C:19]([C:23]#[C:24][Si:25]([CH:32]([CH3:34])[CH3:33])([CH:29]([CH3:31])[CH3:30])[CH:26]([CH3:28])[CH3:27])[C:20]4[C:11]([C:12]=3[C:44]#[C:45][Si:46]([CH:50]([CH3:52])[CH3:51])([CH:47]([CH3:49])[CH3:48])[CH:53]([CH3:54])[CH3:55])=[CH:10][C:9]([C:61]3[S:62][CH:58]=[C:59]([CH:65]=[O:68])[CH:60]=3)=[CH:22][CH:21]=4)[CH:17]=2)[S:62][CH:61]=1)=[O:64], predict the reactants needed to synthesize it. The reactants are: CC1(C)C(C)(C)OB([C:9]2[CH:22]=[CH:21][C:20]3[C:11](=[C:12]([C:44]#[C:45][Si:46]([CH:53]([CH3:55])[CH3:54])([CH:50]([CH3:52])[CH3:51])[CH:47]([CH3:49])[CH3:48])[C:13]4[C:18]([C:19]=3[C:23]#[C:24][Si:25]([CH:32]([CH3:34])[CH3:33])([CH:29]([CH3:31])[CH3:30])[CH:26]([CH3:28])[CH3:27])=[CH:17][C:16](B3OC(C)(C)C(C)(C)O3)=[CH:15][CH:14]=4)[CH:10]=2)O1.Br[C:58]1[S:62][CH:61]=[C:60]([CH:63]=[O:64])[CH:59]=1.[C:65](=[O:68])([O-])[O-].[Na+].[Na+]. (5) Given the product [Cl:35][C:33]1[N:34]=[C:30]([CH:10]2[C:11]3[N:12]([C:13]([C:24]4[CH:25]=[CH:26][CH:27]=[CH:28][CH:29]=4)=[C:14]4[C:19](=[O:20])[N:18]([CH3:21])[C:17](=[O:22])[N:16]([CH3:23])[C:15]4=3)[CH2:36][C:9]2([CH3:8])[CH3:37])[S:31][CH:32]=1, predict the reactants needed to synthesize it. The reactants are: [H-].[Na+].CS(O[CH2:8][C:9]([CH3:37])([CH3:36])[CH:10]([C:30]1[S:31][CH:32]=[C:33]([Cl:35])[N:34]=1)[C:11]1[NH:12][C:13]([C:24]2[CH:29]=[CH:28][CH:27]=[CH:26][CH:25]=2)=[C:14]2[C:19](=[O:20])[N:18]([CH3:21])[C:17](=[O:22])[N:16]([CH3:23])[C:15]=12)(=O)=O. (6) Given the product [C:1]([C:3]1[CH:4]=[C:5]([S:10]([N:13]([CH2:19][C:20]2[CH:25]=[CH:24][C:23]([O:26][CH3:27])=[CH:22][C:21]=2[O:28][CH3:29])[C:14]2[S:18][N:17]=[CH:16][N:15]=2)(=[O:11])=[O:12])[CH:6]=[CH:7][C:8]=1[O:42][C:41]1[CH:40]=[CH:39][C:38]([C:43]2[CH:48]=[CH:47][CH:46]=[CH:45][C:44]=2[C:49]([F:50])([F:51])[F:52])=[CH:37][C:36]=1[C:33]1[CH:34]=[CH:35][N:30]=[N:31][CH:32]=1)#[N:2], predict the reactants needed to synthesize it. The reactants are: [C:1]([C:3]1[CH:4]=[C:5]([S:10]([N:13]([CH2:19][C:20]2[CH:25]=[CH:24][C:23]([O:26][CH3:27])=[CH:22][C:21]=2[O:28][CH3:29])[C:14]2[S:18][N:17]=[CH:16][N:15]=2)(=[O:12])=[O:11])[CH:6]=[CH:7][C:8]=1F)#[N:2].[N:30]1[CH:35]=[CH:34][C:33]([C:36]2[CH:37]=[C:38]([C:43]3[CH:48]=[CH:47][CH:46]=[CH:45][C:44]=3[C:49]([F:52])([F:51])[F:50])[CH:39]=[CH:40][C:41]=2[OH:42])=[CH:32][N:31]=1.C(=O)([O-])[O-].[K+].[K+]. (7) The reactants are: Cl.Cl.[CH3:3][O:4][C:5]1[N:10]=[C:9]([NH2:11])[C:8]([NH2:12])=[CH:7][CH:6]=1.[CH:13](O)=O. Given the product [CH3:3][O:4][C:5]1[N:10]=[C:9]2[N:11]=[CH:13][NH:12][C:8]2=[CH:7][CH:6]=1, predict the reactants needed to synthesize it. (8) Given the product [C:12]([C:4]1[CH:3]=[C:2]([C:23]2[C:18]([O:17][CH3:16])=[N:19][CH:20]=[CH:21][CH:22]=2)[CH:7]=[CH:6][C:5]=1[O:8][CH:9]([F:11])[F:10])([CH3:15])([CH3:14])[CH3:13], predict the reactants needed to synthesize it. The reactants are: Br[C:2]1[CH:7]=[CH:6][C:5]([O:8][CH:9]([F:11])[F:10])=[C:4]([C:12]([CH3:15])([CH3:14])[CH3:13])[CH:3]=1.[CH3:16][O:17][C:18]1[C:23](B(O)O)=[CH:22][CH:21]=[CH:20][N:19]=1.C([O-])([O-])=O.[Na+].[Na+].